This data is from Reaction yield outcomes from USPTO patents with 853,638 reactions. The task is: Predict the reaction yield, written as a fraction of the theoretical maximum amount of product (1.0 means a 100% yield; for example, 0.34 means a 34% yield). (1) The reactants are [Si:1](Cl)([C:4]([CH3:7])([CH3:6])[CH3:5])([CH3:3])[CH3:2].C(N(CC)CC)C.[F:16][C:17]([F:32])([F:31])[C:18]([C:24]1[CH:29]=[CH:28][C:27]([I:30])=[CH:26][CH:25]=1)([OH:23])[C:19]([F:22])([F:21])[F:20]. The catalyst is CN(C)C1C=CN=CC=1.ClCCl. The product is [C:4]([Si:1]([O:23][C:18]([C:24]1[CH:25]=[CH:26][C:27]([I:30])=[CH:28][CH:29]=1)([C:17]([F:16])([F:31])[F:32])[C:19]([F:22])([F:21])[F:20])([CH3:3])[CH3:2])([CH3:7])([CH3:6])[CH3:5]. The yield is 0.990. (2) The reactants are [CH2:1]([O:3][C:4]1[CH:5]=[C:6]([CH2:18][OH:19])[CH:7]=[C:8]([O:15][CH2:16][CH3:17])[C:9]=1[N:10]1[CH:14]=[CH:13][CH:12]=[CH:11]1)[CH3:2]. The catalyst is C1(C)C=CC=CC=1.O=[Mn]=O. The product is [CH2:16]([O:15][C:8]1[CH:7]=[C:6]([CH:5]=[C:4]([O:3][CH2:1][CH3:2])[C:9]=1[N:10]1[CH:14]=[CH:13][CH:12]=[CH:11]1)[CH:18]=[O:19])[CH3:17]. The yield is 0.890.